Dataset: Full USPTO retrosynthesis dataset with 1.9M reactions from patents (1976-2016). Task: Predict the reactants needed to synthesize the given product. Given the product [CH2:5]([O:4][C:3]([CH2:12][C:11]([C:14]1[CH:15]=[C:16]([CH2:22][CH:23]([CH2:29][CH3:30])[C:24]([O:26][CH2:27][CH3:28])=[O:25])[CH:17]=[CH:18][C:19]=1[O:20][CH3:21])=[O:13])=[O:7])[CH3:6], predict the reactants needed to synthesize it. The reactants are: [H-].[Na+].[C:3](=O)([O:7]CC)[O:4][CH2:5][CH3:6].[C:11]([C:14]1[CH:15]=[C:16]([CH2:22][CH:23]([CH2:29][CH3:30])[C:24]([O:26][CH2:27][CH3:28])=[O:25])[CH:17]=[CH:18][C:19]=1[O:20][CH3:21])(=[O:13])[CH3:12].Cl.